Dataset: Forward reaction prediction with 1.9M reactions from USPTO patents (1976-2016). Task: Predict the product of the given reaction. (1) Given the reactants [CH:1]([C:3]1[CH:4]=[C:5]([CH:9]=[CH:10][CH:11]=1)[C:6](O)=[O:7])=[CH2:2].C(Cl)(=O)C([Cl:15])=O, predict the reaction product. The product is: [CH:1]([C:3]1[CH:4]=[C:5]([CH:9]=[CH:10][CH:11]=1)[C:6]([Cl:15])=[O:7])=[CH2:2]. (2) The product is: [NH2:1][C:2]1[N:3]=[C:4]([O:24][CH:18]2[CH2:23][CH2:22][CH2:21][CH2:20][CH2:19]2)[C:5]([C:14]#[N:15])=[C:6]([C:8]2[O:9][C:10]([CH3:13])=[CH:11][CH:12]=2)[N:7]=1. Given the reactants [NH2:1][C:2]1[N:7]=[C:6]([C:8]2[O:9][C:10]([CH3:13])=[CH:11][CH:12]=2)[C:5]([C:14]#[N:15])=[C:4](SC)[N:3]=1.[CH:18]1([OH:24])[CH2:23][CH2:22][CH2:21][CH2:20][CH2:19]1.C1CCN2C(=NCCC2)CC1, predict the reaction product.